Task: Predict the product of the given reaction.. Dataset: Forward reaction prediction with 1.9M reactions from USPTO patents (1976-2016) (1) The product is: [Br:1][C:2]1[CH:7]=[C:6]([Cl:8])[C:5]([CH:9]=[O:16])=[C:4]([Cl:15])[CH:3]=1. Given the reactants [Br:1][C:2]1[CH:7]=[C:6]([Cl:8])[C:5](/[CH:9]=C/C(OC)=O)=[C:4]([Cl:15])[CH:3]=1.[O:16]=[O+][O-].CSC, predict the reaction product. (2) Given the reactants ClC(Cl)(Cl)[CH2:3][O:4][C:5]([C@@H:7]1[CH2:12][CH2:11][CH2:10][N:9]([C:13]([O:15][C:16]([CH3:19])([CH3:18])[CH3:17])=[O:14])[N:8]1[C:20]([O:22][C:23]([CH3:26])([CH3:25])[CH3:24])=[O:21])=[O:6].[F-].C([N+](CCCC)(CCCC)CCCC)CCC, predict the reaction product. The product is: [CH3:3][O:4][C:5]([C@@H:7]1[CH2:12][CH2:11][CH2:10][N:9]([C:13]([O:15][C:16]([CH3:19])([CH3:17])[CH3:18])=[O:14])[N:8]1[C:20]([O:22][C:23]([CH3:26])([CH3:25])[CH3:24])=[O:21])=[O:6]. (3) Given the reactants C(OC([N:8]1[CH2:12][CH2:11][CH2:10][C@@H:9]1[CH2:13][O:14][C:15]1[CH:20]=[CH:19][C:18]([C:21](=[O:29])[C:22]2[CH:27]=[CH:26][C:25]([I:28])=[CH:24][CH:23]=2)=[CH:17][CH:16]=1)=O)(C)(C)C.Cl.CCOCC, predict the reaction product. The product is: [I:28][C:25]1[CH:26]=[CH:27][C:22]([C:21]([C:18]2[CH:19]=[CH:20][C:15]([O:14][CH2:13][C@H:9]3[CH2:10][CH2:11][CH2:12][NH:8]3)=[CH:16][CH:17]=2)=[O:29])=[CH:23][CH:24]=1. (4) Given the reactants [Cl:1][C:2]1[CH:7]=[CH:6][C:5]([C@H:8](/[N:11]=[C:12](/[C:14]2[CH:18]=[CH:17][N:16]([S:19]([C:22]3[CH:27]=[CH:26][C:25]([CH3:28])=[CH:24][CH:23]=3)(=[O:21])=[O:20])[CH:15]=2)\[CH3:13])[CH2:9][CH3:10])=[C:4]([F:29])[C:3]=1[O:30][C:31]1[CH:36]=[CH:35][CH:34]=[CH:33][CH:32]=1.[BH4-].[Na+], predict the reaction product. The product is: [Cl:1][C:2]1[CH:7]=[CH:6][C:5]([C@H:8]([NH:11][C@@H:12]([C:14]2[CH:18]=[CH:17][N:16]([S:19]([C:22]3[CH:27]=[CH:26][C:25]([CH3:28])=[CH:24][CH:23]=3)(=[O:21])=[O:20])[CH:15]=2)[CH3:13])[CH2:9][CH3:10])=[C:4]([F:29])[C:3]=1[O:30][C:31]1[CH:32]=[CH:33][CH:34]=[CH:35][CH:36]=1.